Dataset: Reaction yield outcomes from USPTO patents with 853,638 reactions. Task: Predict the reaction yield, written as a fraction of the theoretical maximum amount of product (1.0 means a 100% yield; for example, 0.34 means a 34% yield). (1) The reactants are S(Cl)(Cl)=O.[NH2:5][C:6]1[S:7][CH:8]=[C:9]([CH2:11][C:12]([OH:14])=[O:13])[N:10]=1.[CH2:15](O)[CH3:16]. No catalyst specified. The product is [NH2:5][C:6]1[S:7][CH:8]=[C:9]([CH2:11][C:12]([O:14][CH2:15][CH3:16])=[O:13])[N:10]=1. The yield is 1.00. (2) The reactants are [F:1][C:2]([F:18])([F:17])[C:3]1[CH:4]=[C:5]([S:13](Cl)(=[O:15])=[O:14])[CH:6]=[C:7]([C:9]([F:12])([F:11])[F:10])[CH:8]=1.[CH:19]([C:22]1[CH:28]=[C:27]([CH:29]([CH3:31])[CH3:30])[CH:26]=[C:25]([CH:32]([CH3:34])[CH3:33])[C:23]=1[NH2:24])([CH3:21])[CH3:20]. The catalyst is N1C=CC=CC=1. The product is [F:1][C:2]([F:18])([F:17])[C:3]1[CH:4]=[C:5]([S:13]([NH:24][C:23]2[C:25]([CH:32]([CH3:33])[CH3:34])=[CH:26][C:27]([CH:29]([CH3:31])[CH3:30])=[CH:28][C:22]=2[CH:19]([CH3:21])[CH3:20])(=[O:15])=[O:14])[CH:6]=[C:7]([C:9]([F:12])([F:11])[F:10])[CH:8]=1. The yield is 0.710. (3) The yield is 1.00. The reactants are [C:1]([O:5][C:6](=[O:22])[NH:7][C@@H:8]1[C:14](=[O:15])[NH:13][C:12]2[CH:16]=[CH:17][C:18]([C:20]#[N:21])=[CH:19][C:11]=2[CH2:10][CH2:9]1)([CH3:4])([CH3:3])[CH3:2].[N-:23]=[N+:24]=[N-:25].[Na+].[Cl-].[NH4+]. The catalyst is CN(C=O)C. The product is [C:1]([O:5][C:6](=[O:22])[NH:7][C@@H:8]1[C:14](=[O:15])[NH:13][C:12]2[CH:16]=[CH:17][C:18]([C:20]3[NH:25][N:24]=[N:23][N:21]=3)=[CH:19][C:11]=2[CH2:10][CH2:9]1)([CH3:4])([CH3:2])[CH3:3].